This data is from Full USPTO retrosynthesis dataset with 1.9M reactions from patents (1976-2016). The task is: Predict the reactants needed to synthesize the given product. (1) Given the product [CH2:7]([O:1][C:2]1[CH:7]=[CH:6][N:5]=[C:4]([C:8]([OH:10])=[O:9])[CH:3]=1)[CH2:2][CH2:3][CH3:4], predict the reactants needed to synthesize it. The reactants are: [OH:1][C:2]1[CH:7]=[CH:6][N:5]=[C:4]([C:8]([OH:10])=[O:9])[CH:3]=1.C(=O)([O-])[O-].[K+].[K+].[OH-].[Li+]. (2) Given the product [O:3]1[C:7]2[CH:8]=[CH:9][CH:10]=[CH:11][C:6]=2[N:5]=[C:4]1[NH:12][C:13](=[O:22])[CH:14]([C:15]1[CH:20]=[CH:19][C:18]([F:21])=[CH:17][CH:16]=1)[CH2:31][C:30]1[CH:29]=[CH:28][C:27]([S:24]([CH3:23])(=[O:26])=[O:25])=[CH:34][CH:33]=1, predict the reactants needed to synthesize it. The reactants are: [H-].[Na+].[O:3]1[C:7]2[CH:8]=[CH:9][CH:10]=[CH:11][C:6]=2[N:5]=[C:4]1[NH:12][C:13](=[O:22])[CH2:14][C:15]1[CH:20]=[CH:19][C:18]([F:21])=[CH:17][CH:16]=1.[CH3:23][S:24]([C:27]1[CH:34]=[CH:33][C:30]([CH2:31]Cl)=[CH:29][CH:28]=1)(=[O:26])=[O:25]. (3) Given the product [Cl:22][C:23]1[CH:45]=[C:44]([NH2:46])[CH:43]=[C:25]([N:26]([C:28]2[CH:33]=[C:32]([O:34][C:35]([F:38])([F:37])[F:36])[CH:31]=[C:30]([O:39][CH:40]([CH3:41])[CH3:42])[CH:29]=2)[CH3:27])[CH:24]=1, predict the reactants needed to synthesize it. The reactants are: BrC1C=C(C=C(C(C2C=CC=C(OC(F)F)C=2)(C)C)C=1)N.[Cl:22][C:23]1[CH:24]=[C:25]([CH:43]=[C:44]([N+:46]([O-])=O)[CH:45]=1)[N:26]([C:28]1[CH:33]=[C:32]([O:34][C:35]([F:38])([F:37])[F:36])[CH:31]=[C:30]([O:39][CH:40]([CH3:42])[CH3:41])[CH:29]=1)[CH3:27]. (4) The reactants are: [F:1][C:2]([F:12])([F:11])[C:3]1[CH:10]=[CH:9][C:6]([CH:7]=[CH2:8])=[CH:5][CH:4]=1.C(O)/C=C\[CH2:16][OH:17]. Given the product [F:1][C:2]([F:11])([F:12])[C:3]1[CH:10]=[CH:9][C:6]([CH:7]=[CH:8][CH2:16][OH:17])=[CH:5][CH:4]=1, predict the reactants needed to synthesize it. (5) Given the product [CH2:1]([NH:3][S:5]([C:8]1[CH:9]=[CH:10][C:11]([CH2:14][C:15]([OH:17])=[O:16])=[CH:12][CH:13]=1)(=[O:7])=[O:6])[CH3:2], predict the reactants needed to synthesize it. The reactants are: [CH2:1]([NH2:3])[CH3:2].Cl[S:5]([C:8]1[CH:13]=[CH:12][C:11]([CH2:14][C:15]([OH:17])=[O:16])=[CH:10][CH:9]=1)(=[O:7])=[O:6]. (6) Given the product [Br:1][CH2:4][C:3]([C:6]1[CH:13]=[CH:12][C:9]([CH:10]=[O:11])=[CH:8][CH:7]=1)=[O:5], predict the reactants needed to synthesize it. The reactants are: [Br:1]Br.[C:3]([C:6]1[CH:13]=[CH:12][C:9]([CH:10]=[O:11])=[CH:8][CH:7]=1)(=[O:5])[CH3:4]. (7) Given the product [NH2:22][C:23]1[C:28]([C:29](=[O:34])[C:30]([F:31])([F:33])[F:32])=[CH:27][CH:26]=[C:25]([NH:35][CH2:36][CH2:37][NH:38][C:2]2[C:7]3=[N:8][N:9]=[CH:10][N:6]3[N:5]=[C:4]([C:11]3[CH:16]=[CH:15][C:14]([C:17]([F:20])([F:19])[F:18])=[CH:13][CH:12]=3)[N:3]=2)[N:24]=1, predict the reactants needed to synthesize it. The reactants are: Cl[C:2]1[C:7]2=[N:8][N:9]=[CH:10][N:6]2[N:5]=[C:4]([C:11]2[CH:16]=[CH:15][C:14]([C:17]([F:20])([F:19])[F:18])=[CH:13][CH:12]=2)[N:3]=1.Cl.[NH2:22][C:23]1[C:28]([C:29](=[O:34])[C:30]([F:33])([F:32])[F:31])=[CH:27][CH:26]=[C:25]([NH:35][CH2:36][CH2:37][NH2:38])[N:24]=1.C(N(CC)C(C)C)(C)C.